This data is from NCI-60 drug combinations with 297,098 pairs across 59 cell lines. The task is: Regression. Given two drug SMILES strings and cell line genomic features, predict the synergy score measuring deviation from expected non-interaction effect. Drug 1: C1CC(=O)NC(=O)C1N2CC3=C(C2=O)C=CC=C3N. Drug 2: CC(C)CN1C=NC2=C1C3=CC=CC=C3N=C2N. Cell line: SW-620. Synergy scores: CSS=7.07, Synergy_ZIP=-0.363, Synergy_Bliss=1.15, Synergy_Loewe=1.21, Synergy_HSA=-0.199.